Dataset: NCI-60 drug combinations with 297,098 pairs across 59 cell lines. Task: Regression. Given two drug SMILES strings and cell line genomic features, predict the synergy score measuring deviation from expected non-interaction effect. (1) Drug 1: CC1=CC2C(CCC3(C2CCC3(C(=O)C)OC(=O)C)C)C4(C1=CC(=O)CC4)C. Drug 2: CC1=C(C(=CC=C1)Cl)NC(=O)C2=CN=C(S2)NC3=CC(=NC(=N3)C)N4CCN(CC4)CCO. Cell line: MDA-MB-231. Synergy scores: CSS=17.7, Synergy_ZIP=-6.67, Synergy_Bliss=4.85, Synergy_Loewe=-36.8, Synergy_HSA=-4.90. (2) Drug 1: C1=CC(=CC=C1CCC2=CNC3=C2C(=O)NC(=N3)N)C(=O)NC(CCC(=O)O)C(=O)O. Drug 2: CN1C2=C(C=C(C=C2)N(CCCl)CCCl)N=C1CCCC(=O)O.Cl. Cell line: A498. Synergy scores: CSS=19.1, Synergy_ZIP=0.890, Synergy_Bliss=1.01, Synergy_Loewe=-13.8, Synergy_HSA=0.865. (3) Drug 1: CN1C2=C(C=C(C=C2)N(CCCl)CCCl)N=C1CCCC(=O)O.Cl. Drug 2: C1CC(=O)NC(=O)C1N2C(=O)C3=CC=CC=C3C2=O. Cell line: UO-31. Synergy scores: CSS=0.632, Synergy_ZIP=0.414, Synergy_Bliss=1.27, Synergy_Loewe=-1.25, Synergy_HSA=-0.397. (4) Drug 1: CC12CCC3C(C1CCC2=O)CC(=C)C4=CC(=O)C=CC34C. Drug 2: C1C(C(OC1N2C=NC(=NC2=O)N)CO)O. Cell line: HCT-15. Synergy scores: CSS=21.0, Synergy_ZIP=-2.87, Synergy_Bliss=1.66, Synergy_Loewe=1.89, Synergy_HSA=3.15. (5) Drug 1: C(=O)(N)NO. Drug 2: C1CN(P(=O)(OC1)NCCCl)CCCl. Cell line: SK-MEL-28. Synergy scores: CSS=-1.27, Synergy_ZIP=2.04, Synergy_Bliss=1.43, Synergy_Loewe=-0.0829, Synergy_HSA=-0.409.